From a dataset of Reaction yield outcomes from USPTO patents with 853,638 reactions. Predict the reaction yield, written as a fraction of the theoretical maximum amount of product (1.0 means a 100% yield; for example, 0.34 means a 34% yield). (1) The reactants are [O:1]1[C:5]2[CH:6]=[CH:7][C:8]([CH2:10][NH:11][CH2:12][CH2:13][CH:14]3[CH2:19][CH2:18][CH2:17][CH2:16][N:15]3[C:20]3[CH:25]=[CH:24][N:23]=[C:22]([N:26]4[CH:30]=[CH:29][N:28]=[CH:27]4)[N:21]=3)=[CH:9][C:4]=2[O:3][CH2:2]1.CCN(C(C)C)C(C)C.[C:40](OC(=O)C)(=[O:42])[CH3:41]. The catalyst is C1COCC1. The product is [C:40]([N:11]([CH2:10][C:8]1[CH:7]=[CH:6][C:5]2[O:1][CH2:2][O:3][C:4]=2[CH:9]=1)[CH2:12][CH2:13][CH:14]1[CH2:19][CH2:18][CH2:17][CH2:16][N:15]1[C:20]1[CH:25]=[CH:24][N:23]=[C:22]([N:26]2[CH:30]=[CH:29][N:28]=[CH:27]2)[N:21]=1)(=[O:42])[CH3:41]. The yield is 0.600. (2) The reactants are Br[C:2]1[CH:3]=[CH:4][C:5]([O:13][CH2:14][C:15]2[CH:20]=[CH:19][C:18]([O:21][CH2:22][C:23]3[N:24]=[C:25]([C:29]4[CH:34]=[CH:33][CH:32]=[CH:31][CH:30]=4)[O:26][C:27]=3[CH3:28])=[CH:17][CH:16]=2)=[C:6]([CH2:8][C:9]([O:11][CH3:12])=[O:10])[CH:7]=1.[CH3:35][Sn](C)(C)C. The catalyst is C1C=CC([P]([Pd]([P](C2C=CC=CC=2)(C2C=CC=CC=2)C2C=CC=CC=2)([P](C2C=CC=CC=2)(C2C=CC=CC=2)C2C=CC=CC=2)[P](C2C=CC=CC=2)(C2C=CC=CC=2)C2C=CC=CC=2)(C2C=CC=CC=2)C2C=CC=CC=2)=CC=1.C1(C)C=CC=CC=1. The product is [CH3:35][C:2]1[CH:3]=[CH:4][C:5]([O:13][CH2:14][C:15]2[CH:16]=[CH:17][C:18]([O:21][CH2:22][C:23]3[N:24]=[C:25]([C:29]4[CH:30]=[CH:31][CH:32]=[CH:33][CH:34]=4)[O:26][C:27]=3[CH3:28])=[CH:19][CH:20]=2)=[C:6]([CH2:8][C:9]([O:11][CH3:12])=[O:10])[CH:7]=1. The yield is 0.320.